From a dataset of Full USPTO retrosynthesis dataset with 1.9M reactions from patents (1976-2016). Predict the reactants needed to synthesize the given product. (1) Given the product [CH2:19]([O:12][C:6]1[CH:7]=[CH:8][C:9]([CH3:11])=[CH:10][C:5]=1[C:1]([CH3:4])([CH3:3])[CH3:2])[C:20]1[CH:25]=[CH:24][CH:23]=[CH:22][CH:21]=1, predict the reactants needed to synthesize it. The reactants are: [C:1]([C:5]1[CH:10]=[C:9]([CH3:11])[CH:8]=[CH:7][C:6]=1[OH:12])([CH3:4])([CH3:3])[CH3:2].C(=O)([O-])[O-].[K+].[K+].[CH2:19](Cl)[C:20]1[CH:25]=[CH:24][CH:23]=[CH:22][CH:21]=1. (2) Given the product [CH2:1]([C:8]1[CH:27]=[CH:26][CH:25]=[CH:24][C:9]=1[CH2:10][N:11]([CH3:23])[C:12]([CH:13]=[C:14]([OH:15])[C:18]([OH:19])=[O:17])=[O:22])[C:2]1[CH:3]=[CH:4][CH:5]=[CH:6][CH:7]=1, predict the reactants needed to synthesize it. The reactants are: [CH2:1]([C:8]1[CH:27]=[CH:26][CH:25]=[CH:24][C:9]=1[CH2:10][N:11]([CH3:23])[C:12](=[O:22])[CH:13]=[C:14]1[C:18](=[O:19])[O:17]C(C)(C)[O:15]1)[C:2]1[CH:7]=[CH:6][CH:5]=[CH:4][CH:3]=1.N#N. (3) Given the product [F:11][C:9]1[CH:8]=[C:4]([NH:14][C:17]([NH:38][C:39]2[CH:44]=[CH:43][C:42]([C:45]3[CH:53]=[CH:52][C:51]([C:54]4[NH:55][C:56]([CH3:59])=[CH:57][N:58]=4)=[C:50]4[C:46]=3[CH2:47][NH:48][C:49]4=[O:60])=[C:41]([F:61])[CH:40]=2)=[O:25])[CH:3]=[C:2]([F:1])[CH:10]=1, predict the reactants needed to synthesize it. The reactants are: [F:1][C:2]1[CH:3]=[C:4]([CH:8]=[C:9]([F:11])[CH:10]=1)C(O)=O.C([N:14]([CH2:17]C)CC)C.C1([O:25]P(N=[N+]=[N-])(=O)OC2C=CC=CC=2)C=CC=CC=1.[NH2:38][C:39]1[CH:44]=[CH:43][C:42]([C:45]2[CH:53]=[CH:52][C:51]([C:54]3[NH:55][C:56]([CH3:59])=[CH:57][N:58]=3)=[C:50]3[C:46]=2[CH2:47][NH:48][C:49]3=[O:60])=[C:41]([F:61])[CH:40]=1.C([O-])(O)=O.[Na+]. (4) Given the product [C:1]([C:3]1([NH:6][C:7]([C@@H:9]2[CH2:13][C@@H:12]([S:14]([C:17]3[CH:22]=[CH:21][C:20]([O:38][C@@H:36]([CH3:37])[C:35]([F:40])([F:39])[F:34])=[CH:19][C:18]=3[Cl:24])(=[O:16])=[O:15])[CH2:11][C@H:10]2[C:25]([N:27]2[CH2:31][CH2:30][C:29]([F:33])([F:32])[CH2:28]2)=[O:26])=[O:8])[CH2:4][CH2:5]1)#[N:2], predict the reactants needed to synthesize it. The reactants are: [C:1]([C:3]1([NH:6][C:7]([C@@H:9]2[CH2:13][C@@H:12]([S:14]([C:17]3[CH:22]=[CH:21][C:20](F)=[CH:19][C:18]=3[Cl:24])(=[O:16])=[O:15])[CH2:11][C@H:10]2[C:25]([N:27]2[CH2:31][CH2:30][C:29]([F:33])([F:32])[CH2:28]2)=[O:26])=[O:8])[CH2:5][CH2:4]1)#[N:2].[F:34][C:35]([F:40])([F:39])[C@@H:36]([OH:38])[CH3:37]. (5) Given the product [Cl:59][C:58]1[CH:57]=[CH:56][C:51]([C:52]([O:54][CH3:55])=[O:53])=[CH:50][C:49]=1[NH:48][C:21]([C:15]1[C:16](=[O:20])[NH:17][C:18]2[C:13]([CH:14]=1)=[CH:12][CH:11]=[C:10]([O:9][CH3:8])[N:19]=2)=[O:23], predict the reactants needed to synthesize it. The reactants are: C(N(CC)CC)C.[CH3:8][O:9][C:10]1[N:19]=[C:18]2[C:13]([CH:14]=[C:15]([C:21]([OH:23])=O)[C:16](=[O:20])[NH:17]2)=[CH:12][CH:11]=1.CN(C(ON1N=NC2C=CC=NC1=2)=[N+](C)C)C.F[P-](F)(F)(F)(F)F.[NH2:48][C:49]1[CH:50]=[C:51]([CH:56]=[CH:57][C:58]=1[Cl:59])[C:52]([O:54][CH3:55])=[O:53]. (6) Given the product [Cl:1][C:2]1[C:3]([I:11])=[CH:4][C:5]([C:8]([NH:37][C:36]2[CH:38]=[CH:39][C:33]([O:32][C:31]([Cl:30])([F:40])[F:41])=[CH:34][CH:35]=2)=[O:10])=[CH:6][N:7]=1, predict the reactants needed to synthesize it. The reactants are: [Cl:1][C:2]1[N:7]=[CH:6][C:5]([C:8]([OH:10])=O)=[CH:4][C:3]=1[I:11].CN(C=O)C.O=S(Cl)Cl.CCN(C(C)C)C(C)C.[Cl:30][C:31]([F:41])([F:40])[O:32][C:33]1[CH:39]=[CH:38][C:36]([NH2:37])=[CH:35][CH:34]=1. (7) The reactants are: [C:1](=O)([O-])[O-].[K+].[K+].[C:7]([O:11][C:12]([NH:14][C@H:15]([C:28]([OH:30])=[O:29])[CH2:16][C:17]1[C:25]2[C:20](=[CH:21][CH:22]=[CH:23][CH:24]=2)[N:19]([CH:26]=[O:27])[CH:18]=1)=[O:13])([CH3:10])([CH3:9])[CH3:8].IC. Given the product [C:7]([O:11][C:12]([NH:14][C@H:15]([C:28]([O:30][CH3:1])=[O:29])[CH2:16][C:17]1[C:25]2[C:20](=[CH:21][CH:22]=[CH:23][CH:24]=2)[N:19]([CH:26]=[O:27])[CH:18]=1)=[O:13])([CH3:10])([CH3:8])[CH3:9], predict the reactants needed to synthesize it. (8) Given the product [F:1][C:2]1[CH:29]=[C:28]([CH2:30][OH:31])[CH:27]=[CH:26][C:3]=1[CH2:4][O:5][C:6]1[CH:7]=[N:8][C:9]([N:12]2[CH2:17][CH2:16][N:15]([C:18]([O:20][C:21]([CH3:24])([CH3:23])[CH3:22])=[O:19])[CH2:14][C@H:13]2[CH3:25])=[N:10][CH:11]=1, predict the reactants needed to synthesize it. The reactants are: [F:1][C:2]1[CH:29]=[C:28]([CH:30]=[O:31])[CH:27]=[CH:26][C:3]=1[CH2:4][O:5][C:6]1[CH:7]=[N:8][C:9]([N:12]2[CH2:17][CH2:16][N:15]([C:18]([O:20][C:21]([CH3:24])([CH3:23])[CH3:22])=[O:19])[CH2:14][C@H:13]2[CH3:25])=[N:10][CH:11]=1.[BH4-].[Na+].[NH4+].[Cl-]. (9) Given the product [OH:3][CH:1]([C:4]1[CH:9]=[CH:8][CH:7]=[CH:6][C:5]=1[C:10]1[CH:11]=[N:12][N:13]2[C:18]([C:19]3[CH:20]=[C:21]([NH:25][C:26](=[O:37])[C:27]4[CH:32]=[CH:31][CH:30]=[C:29]([C:33]([F:35])([F:36])[F:34])[CH:28]=4)[CH:22]=[CH:23][CH:24]=3)=[CH:17][CH:16]=[N:15][C:14]=12)[CH3:2], predict the reactants needed to synthesize it. The reactants are: [C:1]([C:4]1[CH:9]=[CH:8][CH:7]=[CH:6][C:5]=1[C:10]1[CH:11]=[N:12][N:13]2[C:18]([C:19]3[CH:20]=[C:21]([NH:25][C:26](=[O:37])[C:27]4[CH:32]=[CH:31][CH:30]=[C:29]([C:33]([F:36])([F:35])[F:34])[CH:28]=4)[CH:22]=[CH:23][CH:24]=3)=[CH:17][CH:16]=[N:15][C:14]=12)(=[O:3])[CH3:2].[BH4-].[Na+].